This data is from Full USPTO retrosynthesis dataset with 1.9M reactions from patents (1976-2016). The task is: Predict the reactants needed to synthesize the given product. (1) Given the product [C:1]([C:5]1[CH:30]=[C:8]2[N:9]=[C:10]([CH3:29])[C:11]([CH:21]([CH2:26][CH2:27][CH3:28])[C:22]([OH:24])=[O:23])=[C:12]([C:13]3[CH:18]=[CH:17][C:16]([CH3:19])=[C:15]([CH3:20])[CH:14]=3)[N:7]2[N:6]=1)([CH3:3])([CH3:4])[CH3:2], predict the reactants needed to synthesize it. The reactants are: [C:1]([C:5]1[CH:30]=[C:8]2[N:9]=[C:10]([CH3:29])[C:11]([CH:21]([CH2:26][CH2:27][CH3:28])[C:22]([O:24]C)=[O:23])=[C:12]([C:13]3[CH:18]=[CH:17][C:16]([CH3:19])=[C:15]([CH3:20])[CH:14]=3)[N:7]2[N:6]=1)([CH3:4])([CH3:3])[CH3:2].[OH-].[Li+].[OH-].[Na+]. (2) Given the product [CH2:17]([N:10]1[C:11](=[O:13])[CH2:12][N:8]([C:4]2[CH:5]=[CH:6][CH:7]=[C:2]([I:1])[CH:3]=2)[C:9]1=[O:14])[C:18]1[CH:23]=[CH:22][CH:21]=[CH:20][CH:19]=1, predict the reactants needed to synthesize it. The reactants are: [I:1][C:2]1[CH:3]=[C:4]([N:8]2[CH2:12][C:11](=[O:13])[NH:10][C:9]2=[O:14])[CH:5]=[CH:6][CH:7]=1.[H-].[Na+].[CH2:17](Br)[C:18]1[CH:23]=[CH:22][CH:21]=[CH:20][CH:19]=1.Cl.